Task: Predict the reaction yield, written as a fraction of the theoretical maximum amount of product (1.0 means a 100% yield; for example, 0.34 means a 34% yield).. Dataset: Reaction yield outcomes from USPTO patents with 853,638 reactions (1) The reactants are [F:1][C:2]([F:7])([F:6])[C:3]([OH:5])=[O:4].C([O:10][C:11](=[O:42])[CH:12]([CH2:36][C:37]([O:39]CC)=[O:38])[S:13][C:14](=[O:35])[CH:15]([CH3:34])[CH2:16][C:17]1[O:18][C:19]([C:22]([O:24][C:25]2[CH:30]=[CH:29][C:28]([C:31](=[NH:33])[NH2:32])=[CH:27][CH:26]=2)=[O:23])=[CH:20][CH:21]=1)C.Cl.O1CCOCC1. The catalyst is O. The product is [F:1][C:2]([F:7])([F:6])[C:3]([OH:5])=[O:4].[F:1][C:2]([F:7])([F:6])[C:3]([OH:5])=[O:4].[C:31]([C:28]1[CH:27]=[CH:26][C:25]([O:24][C:22]([C:19]2[O:18][C:17]([CH2:16][CH:15]([CH3:34])[C:14]([S:13][CH:12]([CH2:36][C:37]([OH:39])=[O:38])[C:11]([OH:42])=[O:10])=[O:35])=[CH:21][CH:20]=2)=[O:23])=[CH:30][CH:29]=1)(=[NH:32])[NH2:33]. The yield is 0.00100. (2) The reactants are [CH3:1][O:2][C:3]1[CH:8]=[CH:7][CH:6]=[CH:5][C:4]=1B(O)O.P([O-])([O-])([O-])=O.[K+].[K+].[K+].Cl[C:21]1[CH:26]=[CH:25][CH:24]=[CH:23][C:22]=1[C:27](=[O:29])[CH3:28]. The catalyst is C([O-])(=O)C.[Pd+2].C([O-])(=O)C.C(P(C(C)(C)C)C1C=CC=CC=1C1C=CC=CC=1)(C)(C)C.C1(C)C=CC=CC=1. The product is [CH3:1][O:2][C:3]1[CH:8]=[CH:7][CH:6]=[CH:5][C:4]=1[C:21]1[CH:26]=[CH:25][CH:24]=[CH:23][C:22]=1[C:27](=[O:29])[CH3:28]. The yield is 0.890.